From a dataset of Catalyst prediction with 721,799 reactions and 888 catalyst types from USPTO. Predict which catalyst facilitates the given reaction. (1) Reactant: [CH3:1][O:2][CH2:3][CH2:4][CH2:5][C:6]1[CH:11]=[CH:10][CH:9]=[CH:8][C:7]=1[C:12]1[CH:21]=[C:20]([C:22]([F:25])([F:24])[F:23])[C:15]([C:16](OC)=O)=[CH:14][N:13]=1.[C-:26]#[N:27].[K+]. Product: [CH3:1][O:2][CH2:3][CH2:4][CH2:5][C:6]1[CH:11]=[CH:10][CH:9]=[CH:8][C:7]=1[C:12]1[N:13]=[CH:14][C:15]([CH2:16][C:26]#[N:27])=[C:20]([C:22]([F:25])([F:23])[F:24])[CH:21]=1. The catalyst class is: 5. (2) Reactant: [NH2:1][CH:2]1[CH2:10][C:9]2[C:4](=[CH:5][CH:6]=[CH:7][CH:8]=2)[CH2:3]1.C([O-])([O-])=O.[Na+].[Na+].[C:17](Cl)(=[O:19])[CH3:18]. Product: [CH2:3]1[C:4]2[C:9](=[CH:8][CH:7]=[CH:6][CH:5]=2)[CH2:10][CH:2]1[NH:1][C:17](=[O:19])[CH3:18]. The catalyst class is: 84. (3) Reactant: [C:1]([NH:4][C@:5]1([C@@H:60]([CH2:62][CH3:63])[CH3:61])[CH2:9][CH2:8][N:7]([C@@H:10]([CH2:51][CH2:52][C:53]2[CH:58]=[CH:57][CH:56]=[CH:55][CH:54]=2)[C:11]([NH:13][C@@H:14]([CH2:42][C:43]2[CH:48]=[C:47]([F:49])[CH:46]=[C:45]([F:50])[CH:44]=2)[C@@H:15]([C@H:17]2[CH2:21][C@H:20]([O:22][C:23]3[CH:28]=[CH:27][CH:26]=[CH:25]C=3)[CH2:19][N:18]2C(C2C=CC=CC=2)C2C=CC=CC=2)[OH:16])=[O:12])[C:6]1=[O:59])(=[O:3])[CH3:2].C([NH:67][C@]1([C@@H](CC)C)CCN([C@@H](CCC2C=CC=CC=2)C(N[C@@H](CC2C=C(F)C=C(F)C=2)[C@@H]([C@H]2C[C@H](OC3C=CC=CN=3)CN2C(C2C=CC=CC=2)C2C=CC=CC=2)O)=O)C1=O)(=O)C.C(N[C@]1([C@@H](CC)C)CCN([C@@H](CCC2C=CC=CC=2)C(O)=O)C1=O)(=O)C.CN(C(ON1N=NC2C=CC=NC1=2)=[N+](C)C)C.F[P-](F)(F)(F)(F)F.N[C@@H](CC1C=C(F)C=C(F)C=1)[C@@H]([C@H]1C[C@H](OC2C=CC=CN=2)CN1C(C1C=CC=CC=1)C1C=CC=CC=1)O.CN1CCOCC1. Product: [C:1]([NH:4][C@:5]1([C@@H:60]([CH2:62][CH3:63])[CH3:61])[CH2:9][CH2:8][N:7]([C@@H:10]([CH2:51][CH2:52][C:53]2[CH:58]=[CH:57][CH:56]=[CH:55][CH:54]=2)[C:11]([NH:13][C@@H:14]([CH2:42][C:43]2[CH:48]=[C:47]([F:49])[CH:46]=[C:45]([F:50])[CH:44]=2)[C@H:15]([OH:16])[C@H:17]2[CH2:21][C@H:20]([O:22][C:23]3[CH:28]=[CH:27][CH:26]=[CH:25][N:67]=3)[CH2:19][NH:18]2)=[O:12])[C:6]1=[O:59])(=[O:3])[CH3:2]. The catalyst class is: 3. (4) Reactant: [OH:1][N:2]=[C:3]([C:5]1[CH:6]=[C:7]([C:13]2[CH:18]=[CH:17][CH:16]=[C:15]([CH2:19][C:20]([OH:22])=[O:21])[CH:14]=2)[CH:8]=[CH:9][C:10]=1[O:11][CH3:12])[CH3:4].[F:23][C:24]([F:34])([F:33])[C:25]1[CH:32]=[CH:31][C:28]([CH2:29]Br)=[CH:27][CH:26]=1.[H-].[Na+].Cl. Product: [CH3:12][O:11][C:10]1[CH:9]=[CH:8][C:7]([C:13]2[CH:18]=[CH:17][CH:16]=[C:15]([CH2:19][C:20]([OH:22])=[O:21])[CH:14]=2)=[CH:6][C:5]=1[C:3](=[N:2][O:1][CH2:29][C:28]1[CH:27]=[CH:26][C:25]([C:24]([F:23])([F:33])[F:34])=[CH:32][CH:31]=1)[CH3:4]. The catalyst class is: 7.